Dataset: Forward reaction prediction with 1.9M reactions from USPTO patents (1976-2016). Task: Predict the product of the given reaction. (1) Given the reactants [OH:1][C@H:2]1[CH2:7][CH2:6][C@@:5]([C@H:9]2[CH2:17][CH2:16][C@@:15]3([CH3:18])[C@@H:11]([CH2:12][CH2:13][C:14]3=C)[C@@H:10]2[CH2:20][NH:21][C:22](=[O:28])[O:23][C:24]([CH3:27])([CH3:26])[CH3:25])([CH3:8])[C@@H:4]([CH2:29][OH:30])[CH2:3]1.O=O.[O:33]=[O+][O-].CSC, predict the reaction product. The product is: [OH:1][C@H:2]1[CH2:7][CH2:6][C@@:5]([C@H:9]2[CH2:17][CH2:16][C@@:15]3([CH3:18])[C@@H:11]([CH2:12][CH2:13][C:14]3=[O:33])[C@@H:10]2[CH2:20][NH:21][C:22](=[O:28])[O:23][C:24]([CH3:26])([CH3:25])[CH3:27])([CH3:8])[C@@H:4]([CH2:29][OH:30])[CH2:3]1. (2) Given the reactants COC1C=C(OC)C=CC=1C[N:6]([C:30]1[CH:35]=[CH:34][N:33]=[CH:32][N:31]=1)[S:7]([C:10]1[CH:15]=[CH:14][C:13]([O:16][C@H:17]2[CH2:22][CH2:21][CH2:20][CH2:19][C@@H:18]2[C:23]2[N:27]([CH3:28])[N:26]=[CH:25][CH:24]=2)=[CH:12][C:11]=1[F:29])(=[O:9])=[O:8].C([SiH](CC)CC)C.FC(F)(F)C(O)=O, predict the reaction product. The product is: [F:29][C:11]1[CH:12]=[C:13]([O:16][C@H:17]2[CH2:22][CH2:21][CH2:20][CH2:19][C@@H:18]2[C:23]2[N:27]([CH3:28])[N:26]=[CH:25][CH:24]=2)[CH:14]=[CH:15][C:10]=1[S:7]([NH:6][C:30]1[CH:35]=[CH:34][N:33]=[CH:32][N:31]=1)(=[O:8])=[O:9]. (3) Given the reactants [CH2:1]([CH:3]1[O:5][CH2:4]1)Br.C(=O)([O-])[O-].[K+].[K+].[OH:12][C:13]1[C:17]([OH:18])=[C:16]([C:19]([O:21][CH2:22][CH3:23])=[O:20])[S:15][C:14]=1[C:24]([O:26][CH2:27][CH3:28])=[O:25].C=CC, predict the reaction product. The product is: [OH:5][CH2:4][CH:3]1[O:18][C:17]2=[C:16]([C:19]([O:21][CH2:22][CH3:23])=[O:20])[S:15][C:14]([C:24]([O:26][CH2:27][CH3:28])=[O:25])=[C:13]2[O:12][CH2:1]1. (4) Given the reactants [OH:1][C:2]1[CH:7]=[CH:6][N:5]=[C:4]([C:8]([O:10][CH3:11])=[O:9])[CH:3]=1.O[CH:13]1[CH2:18][CH2:17][N:16]([C:19]([O:21][C:22]([CH3:25])([CH3:24])[CH3:23])=[O:20])[CH2:15][CH2:14]1.C1(P(C2C=CC=CC=2)C2C=CC=CC=2)C=CC=CC=1.CC(OC(/N=N/C(OC(C)C)=O)=O)C, predict the reaction product. The product is: [C:22]([O:21][C:19]([N:16]1[CH2:17][CH2:18][CH:13]([O:1][C:2]2[CH:7]=[CH:6][N:5]=[C:4]([C:8]([O:10][CH3:11])=[O:9])[CH:3]=2)[CH2:14][CH2:15]1)=[O:20])([CH3:25])([CH3:23])[CH3:24].